This data is from Full USPTO retrosynthesis dataset with 1.9M reactions from patents (1976-2016). The task is: Predict the reactants needed to synthesize the given product. Given the product [CH:6]1([C:4]([OH:5])=[O:3])[CH2:11][CH2:10][CH:9]=[CH:8][CH2:7]1, predict the reactants needed to synthesize it. The reactants are: C([O:3][C:4]([CH:6]1[CH2:11][CH2:10][CH:9]=[CH:8][CH2:7]1)=[O:5])C.[OH-].[Na+].Cl.